Dataset: Full USPTO retrosynthesis dataset with 1.9M reactions from patents (1976-2016). Task: Predict the reactants needed to synthesize the given product. (1) Given the product [N:31]1([C:27]2[CH:28]=[C:22]([C:21]3[CH2:40][C:38](=[O:39])[NH:7][C:8]4[CH:13]=[C:12]([C:8]5[CH:13]=[CH:12][CH:11]=[CH:10][CH:9]=5)[CH:11]=[CH:10][C:9]=4[N:20]=3)[CH:23]=[CH:25][CH:26]=2)[CH:35]=[CH:34][N:33]=[CH:32]1, predict the reactants needed to synthesize it. The reactants are: C(OC(=O)[NH:7][C:8]1[CH:13]=[CH:12][C:11](C2C=CC=CC=2)=[CH:10][C:9]=1[NH:20][C:21](=O)[CH2:22][C:23]([C:25]1C=C[CH:28]=[C:27]([N:31]2[CH:35]=[CH:34][N:33]=[CH:32]2)[CH:26]=1)=O)(C)(C)C.[C:38](O)([C:40](F)(F)F)=[O:39]. (2) Given the product [CH2:37]([O:36][C:35](=[O:52])[C:5]([CH3:6])([CH3:7])[CH2:18][C:19]1[CH:34]=[CH:33][CH:32]=[C:21]([C:22](=[O:23])[C:24]2[CH:29]=[CH:28][CH:27]=[C:26]([CH2:30][C:10]([C:9]([O:14][CH2:15][CH3:16])=[O:13])([CH3:12])[CH3:11])[CH:25]=2)[CH:20]=1)[CH3:38], predict the reactants needed to synthesize it. The reactants are: C([N-][CH:5]([CH3:7])[CH3:6])(C)C.[Li+].[C:9]([O:14][CH2:15][CH3:16])(=[O:13])[CH:10]([CH3:12])[CH3:11].Br[CH2:18][C:19]1[CH:20]=[C:21]([CH:32]=[CH:33][CH:34]=1)[C:22]([C:24]1[CH:29]=[CH:28][CH:27]=[C:26]([CH2:30]Br)[CH:25]=1)=[O:23].[CH3:35][O:36][CH2:37][C:38]1C=CC=C(Br)C=1.CN1C(=[O:52])N(C)CCC1. (3) Given the product [NH2:19][C:11]1[CH:10]=[C:9]([NH:8][C:5]2[N:4]=[C:3]([NH:22][C:23]3[CH:32]=[CH:31][CH:30]=[CH:29][C:24]=3[C:25]([NH:27][CH3:28])=[O:26])[C:2]([Cl:1])=[CH:7][N:6]=2)[C:18]2[CH2:17][CH2:16][CH2:15][CH2:14][C:13]=2[CH:12]=1, predict the reactants needed to synthesize it. The reactants are: [Cl:1][C:2]1[C:3]([NH:22][C:23]2[CH:32]=[CH:31][CH:30]=[CH:29][C:24]=2[C:25]([NH:27][CH3:28])=[O:26])=[N:4][C:5]([NH:8][C:9]2[C:18]3[CH2:17][CH2:16][CH2:15][CH2:14][C:13]=3[CH:12]=[C:11]([N+:19]([O-])=O)[CH:10]=2)=[N:6][CH:7]=1.[Cl-].[NH4+].O. (4) The reactants are: [OH-:1].[K+].FC(F)(F)C([N:7]1[CH2:16][CH2:15][C:14]2[C:9](=[CH:10][C:11]([S:17]([NH:20][CH2:21][CH2:22][C@@H:23]3[CH2:27][CH2:26][CH2:25][N:24]3[CH3:28])(=[O:19])=[O:18])=[CH:12][CH:13]=2)[CH2:8]1)=[O:6].[ClH:31]. Given the product [OH2:6].[ClH:31].[ClH:31].[CH3:28][N:24]1[CH2:25][CH2:26][CH2:27][C@H:23]1[CH2:22][CH2:21][NH:20][S:17]([C:11]1[CH:10]=[C:9]2[C:14]([CH2:15][CH2:16][NH:7][CH2:8]2)=[CH:13][CH:12]=1)(=[O:19])=[O:18].[OH2:1].[OH2:6].[CH3:28][N:24]1[CH2:25][CH2:26][CH2:27][C@H:23]1[CH2:22][CH2:21][NH:20][S:17]([C:11]1[CH:10]=[C:9]2[C:14]([CH2:15][CH2:16][NH:7][CH2:8]2)=[CH:13][CH:12]=1)(=[O:19])=[O:18].[ClH:31].[ClH:31], predict the reactants needed to synthesize it. (5) Given the product [CH3:31][C:9]1([CH3:32])[C:8]2[C:13](=[CH:14][CH:15]=[C:6]([C:4]([OH:5])=[O:3])[CH:7]=2)[NH:12][CH:11]([C:16]2[CH:21]=[CH:20][CH:19]=[C:18]([C:22](=[O:30])[NH:23][C:24]3[CH:29]=[CH:28][CH:27]=[CH:26][CH:25]=3)[CH:17]=2)[CH2:10]1, predict the reactants needed to synthesize it. The reactants are: C([O:3][C:4]([C:6]1[CH:7]=[C:8]2[C:13](=[CH:14][CH:15]=1)[NH:12][CH:11]([C:16]1[CH:21]=[CH:20][CH:19]=[C:18]([C:22](=[O:30])[NH:23][C:24]3[CH:29]=[CH:28][CH:27]=[CH:26][CH:25]=3)[CH:17]=1)[CH2:10][C:9]2([CH3:32])[CH3:31])=[O:5])C.[OH-].[Na+].Cl. (6) Given the product [CH3:1][C:2]1[C:3]([CH2:14][S@:15]([C:16]2[NH:17][C:18]3[CH:24]=[CH:23][CH:22]=[CH:21][C:19]=3[N:20]=2)=[O:27])=[N:4][CH:5]=[CH:6][C:7]=1[O:8][CH2:9][C:10]([F:12])([F:11])[F:13], predict the reactants needed to synthesize it. The reactants are: [CH3:1][C:2]1[C:3]([CH2:14][S:15][C:16]2[NH:20][C:19]3[CH:21]=[CH:22][CH:23]=[CH:24][C:18]=3[N:17]=2)=[N:4][CH:5]=[CH:6][C:7]=1[O:8][CH2:9][C:10]([F:13])([F:12])[F:11].O.C(C(C(C(OCC)=O)O)O)(OCC)=[O:27].C(N(C(C)C)CC)(C)C.[O-]O.C1(C(C)C)C=CC=CC=1.S([O-])([O-])(=O)=S.[Na+].[Na+].